Dataset: CYP2C19 inhibition data for predicting drug metabolism from PubChem BioAssay. Task: Regression/Classification. Given a drug SMILES string, predict its absorption, distribution, metabolism, or excretion properties. Task type varies by dataset: regression for continuous measurements (e.g., permeability, clearance, half-life) or binary classification for categorical outcomes (e.g., BBB penetration, CYP inhibition). Dataset: cyp2c19_veith. The molecule is O=C(Nc1cccc(F)c1)N1CC[C@@]2(CCCN(C(=O)c3ccco3)C2)C1. The result is 0 (non-inhibitor).